Predict the reactants needed to synthesize the given product. From a dataset of Full USPTO retrosynthesis dataset with 1.9M reactions from patents (1976-2016). (1) Given the product [C:1]([O:5][C:6]([N:8]1[CH:13]2[CH2:14][CH2:15][CH:9]1[CH2:10][CH:11]([C:16]1[CH:21]=[C:20]([CH2:22][NH:23][C:24](=[O:29])[C:25]([F:26])([F:27])[F:28])[CH:19]=[CH:18][C:17]=1[F:30])[CH2:12]2)=[O:7])([CH3:4])([CH3:2])[CH3:3], predict the reactants needed to synthesize it. The reactants are: [C:1]([O:5][C:6]([N:8]1[CH:13]2[CH2:14][CH2:15][CH:9]1[CH:10]=[C:11]([C:16]1[CH:21]=[C:20]([CH2:22][NH:23][C:24](=[O:29])[C:25]([F:28])([F:27])[F:26])[CH:19]=[CH:18][C:17]=1[F:30])[CH2:12]2)=[O:7])([CH3:4])([CH3:3])[CH3:2]. (2) Given the product [S:19](=[O:21])(=[O:20])([O:15][CH2:14][CH2:13][CH2:12][C:9]1[CH:8]=[CH:7][C:6]([C:2]2[O:1][CH:5]=[N:4][N:3]=2)=[CH:11][CH:10]=1)[NH2:22], predict the reactants needed to synthesize it. The reactants are: [O:1]1[CH:5]=[N:4][N:3]=[C:2]1[C:6]1[CH:11]=[CH:10][C:9]([CH2:12][CH2:13][CH2:14][OH:15])=[CH:8][CH:7]=1.[H-].[Na+].Cl[S:19]([N:22]=C=O)(=[O:21])=[O:20].C(O)=O. (3) Given the product [CH:1]([CH2:12][C:10](=[CH2:11])[C:9]([OH:14])=[O:13])=[CH:2][C:3]1[CH:8]=[CH:7][CH:6]=[CH:5][CH:4]=1, predict the reactants needed to synthesize it. The reactants are: [CH2:1]=[CH:2][C:3]1[CH:8]=[CH:7][CH:6]=[CH:5][CH:4]=1.[C:9]([OH:14])(=[O:13])[C:10]([CH3:12])=[CH2:11].